This data is from Full USPTO retrosynthesis dataset with 1.9M reactions from patents (1976-2016). The task is: Predict the reactants needed to synthesize the given product. (1) The reactants are: [CH3:1][O:2][C:3]1[C:23]2[C:22]([CH3:25])([CH3:24])[NH+:10]3[CH2:11][CH2:12][C:13]4[C:18]([CH:9]3[CH:8]([CH2:26][C:27]3[CH:32]=[CH:31][CH:30]=[CH:29][N:28]=3)[C:7]=2[CH:6]=[CH:5][C:4]=1[O:33][CH3:34])=[CH:17][C:16]1[O:19][CH2:20][O:21][C:15]=1[CH:14]=4.[Br-].[BH4-].[Na+]. Given the product [CH3:1][O:2][C:3]1[C:23]2[C:22]([CH3:24])([CH3:25])[N:10]3[CH2:11][CH2:12][C:13]4[C:18]([CH:9]3[CH:8]([CH2:26][C:27]3[CH:32]=[CH:31][CH:30]=[CH:29][N:28]=3)[C:7]=2[CH:6]=[CH:5][C:4]=1[O:33][CH3:34])=[CH:17][C:16]1[O:19][CH2:20][O:21][C:15]=1[CH:14]=4, predict the reactants needed to synthesize it. (2) Given the product [Cl:13][C:14]1[CH:23]=[C:22]([O:24][CH2:25][CH3:26])[C:21]([N:27]2[CH:5]=[CH:4][CH:3]=[N:28]2)=[CH:20][C:15]=1[C:16]([O:18][CH3:19])=[O:17], predict the reactants needed to synthesize it. The reactants are: CO[CH:3](OC)[CH2:4][CH:5](OC)OC.Cl.[Cl:13][C:14]1[CH:23]=[C:22]([O:24][CH2:25][CH3:26])[C:21]([NH:27][NH2:28])=[CH:20][C:15]=1[C:16]([O:18][CH3:19])=[O:17].